Dataset: Reaction yield outcomes from USPTO patents with 853,638 reactions. Task: Predict the reaction yield, written as a fraction of the theoretical maximum amount of product (1.0 means a 100% yield; for example, 0.34 means a 34% yield). (1) The reactants are Br[C:2]1[N:7]=[C:6]([Cl:8])[C:5]([NH2:9])=[C:4]([Cl:10])[CH:3]=1.[C:11]1(B(O)O)[CH:16]=[CH:15][CH:14]=[CH:13][CH:12]=1.C([O-])([O-])=O.[K+].[K+]. The catalyst is CN(C=O)C.Cl[Pd](Cl)([P](C1C=CC=CC=1)(C1C=CC=CC=1)C1C=CC=CC=1)[P](C1C=CC=CC=1)(C1C=CC=CC=1)C1C=CC=CC=1. The product is [Cl:8][C:6]1[C:5]([NH2:9])=[C:4]([Cl:10])[CH:3]=[C:2]([C:11]2[CH:16]=[CH:15][CH:14]=[CH:13][CH:12]=2)[N:7]=1. The yield is 0.340. (2) The catalyst is C(OCC)(=O)C.O. The product is [F:7][C:8]1[CH:17]=[CH:16][C:11]([C:12](=[O:15])[CH2:13][N:3]2[CH:4]=[CH:5][N:6]=[C:2]2[CH3:1])=[CH:10][CH:9]=1. The yield is 0.420. The reactants are [CH3:1][C:2]1[NH:3][CH:4]=[CH:5][N:6]=1.[F:7][C:8]1[CH:17]=[CH:16][C:11]([C:12](=[O:15])[CH2:13]Br)=[CH:10][CH:9]=1. (3) The reactants are Br[C:2]1[C:3]([CH3:15])=[C:4]([CH3:14])[C:5]2[O:9][C:8]([CH3:11])([CH3:10])[CH2:7][C:6]=2[C:12]=1[CH3:13].[F:16][C:17]1[CH:22]=[CH:21][C:20]([N:23]2[CH2:28][CH2:27][NH:26][CH2:25][CH2:24]2)=[CH:19][CH:18]=1. No catalyst specified. The product is [F:16][C:17]1[CH:18]=[CH:19][C:20]([N:23]2[CH2:28][CH2:27][N:26]([C:2]3[C:3]([CH3:15])=[C:4]([CH3:14])[C:5]4[O:9][C:8]([CH3:11])([CH3:10])[CH2:7][C:6]=4[C:12]=3[CH3:13])[CH2:25][CH2:24]2)=[CH:21][CH:22]=1. The yield is 0.270. (4) The reactants are [F:1][C:2]([F:19])([F:18])[C:3]1[CH:8]=[CH:7][C:6]([C:9]2[C:10]([C:15]([OH:17])=O)=[CH:11][CH:12]=[CH:13][CH:14]=2)=[CH:5][CH:4]=1.C(Cl)(=O)C(Cl)=O.[NH:26]1[CH2:34][CH2:33][CH:29]([C:30]([NH2:32])=[O:31])[CH2:28][CH2:27]1.C(N(CC)CC)C.C(=O)([O-])O.[Na+]. The catalyst is CN(C)C=O.ClCCl. The product is [F:18][C:2]([F:1])([F:19])[C:3]1[CH:4]=[CH:5][C:6]([C:9]2[CH:14]=[CH:13][CH:12]=[CH:11][C:10]=2[C:15]([N:26]2[CH2:34][CH2:33][CH:29]([C:30]([NH2:32])=[O:31])[CH2:28][CH2:27]2)=[O:17])=[CH:7][CH:8]=1. The yield is 0.796. (5) The reactants are [C:1]1([C:7]([C:17]2[CH:22]=[CH:21][CH:20]=[CH:19][CH:18]=2)=[CH:8][C:9]2[CH:14]=[C:13]([Br:15])[CH:12]=[C:11](Br)[CH:10]=2)[CH:6]=[CH:5][CH:4]=[CH:3][CH:2]=1.[C:23]1(B(O)O)[C:32]2[C:27](=[CH:28][CH:29]=[CH:30][CH:31]=2)[CH:26]=[CH:25][CH:24]=1.C(=O)([O-])[O-].[Na+].[Na+]. The catalyst is C1C=CC([P]([Pd]([P](C2C=CC=CC=2)(C2C=CC=CC=2)C2C=CC=CC=2)([P](C2C=CC=CC=2)(C2C=CC=CC=2)C2C=CC=CC=2)[P](C2C=CC=CC=2)(C2C=CC=CC=2)C2C=CC=CC=2)(C2C=CC=CC=2)C2C=CC=CC=2)=CC=1.C1(C)C=CC=CC=1. The product is [C:1]1([C:7]([C:17]2[CH:22]=[CH:21][CH:20]=[CH:19][CH:18]=2)=[CH:8][C:9]2[CH:14]=[C:13]([Br:15])[CH:12]=[C:11]([C:23]3[C:32]4[C:27](=[CH:28][CH:29]=[CH:30][CH:31]=4)[CH:26]=[CH:25][CH:24]=3)[CH:10]=2)[CH:2]=[CH:3][CH:4]=[CH:5][CH:6]=1. The yield is 0.600. (6) The reactants are Br[C:2]1[C:7]([C:8]([F:11])([F:10])[F:9])=[CH:6][C:5]([NH:12][C:13]2[N:17]=[C:16]([NH2:18])[NH:15][N:14]=2)=[CH:4][C:3]=1[Cl:19].CN1C(C)(C)CC(SC2C=CC(B3OC(C)(C)C(C)(C)O3)=CC=2)CC1(C)C.[C:47]([N:51]([CH3:64])[S:52]([C:55]1[CH:56]=[C:57](B(O)O)[CH:58]=[CH:59][CH:60]=1)(=[O:54])=[O:53])([CH3:50])([CH3:49])[CH3:48].C([O-])([O-])=O.[K+].[K+]. The catalyst is COCCOC.O1CCOCC1.CO.C1C=CC([P]([Pd]([P](C2C=CC=CC=2)(C2C=CC=CC=2)C2C=CC=CC=2)([P](C2C=CC=CC=2)(C2C=CC=CC=2)C2C=CC=CC=2)[P](C2C=CC=CC=2)(C2C=CC=CC=2)C2C=CC=CC=2)(C2C=CC=CC=2)C2C=CC=CC=2)=CC=1. The product is [NH2:18][C:16]1[NH:15][N:14]=[C:13]([NH:12][C:5]2[CH:6]=[C:7]([C:8]([F:11])([F:10])[F:9])[C:2]([C:57]3[CH:58]=[CH:59][CH:60]=[C:55]([S:52]([N:51]([C:47]([CH3:50])([CH3:49])[CH3:48])[CH3:64])(=[O:53])=[O:54])[CH:56]=3)=[C:3]([Cl:19])[CH:4]=2)[N:17]=1. The yield is 0.220.